This data is from Full USPTO retrosynthesis dataset with 1.9M reactions from patents (1976-2016). The task is: Predict the reactants needed to synthesize the given product. (1) Given the product [CH2:67]([NH-:79])[CH2:68][CH2:69][CH2:70][CH2:71][CH2:72][CH2:73][CH2:74][CH2:75][CH2:76][CH2:77][CH3:78].[CH3:1][C@@:2]12[CH:11]3[CH2:12][CH:13]=[C:14]4[C@@H:19]5[CH2:20][C:21]([CH3:24])([CH3:25])[CH2:22][CH2:23][C@:18]5([C:26]([OH:28])=[O:27])[CH2:17][CH2:16][C@@:15]4([CH3:29])[C@:10]3([CH3:30])[CH2:9][CH2:8][C@H:7]1[C@@:6]([OH:32])([CH3:31])[C@@H:5]([OH:33])[CH2:4][CH2:3]2, predict the reactants needed to synthesize it. The reactants are: [CH3:1][C@@:2]12[CH:11]3[CH2:12][CH:13]=[C:14]4[C@@H:19]5[CH2:20][C:21]([CH3:25])([CH3:24])[CH2:22][CH2:23][C@:18]5([C:26]([OH:28])=[O:27])[CH2:17][CH2:16][C@@:15]4([CH3:29])[C@:10]3([CH3:30])[CH2:9][CH2:8][C@H:7]1[C@@:6]([OH:32])([CH3:31])[C@@H:5]([OH:33])[CH2:4][CH2:3]2.CCN(C(C)C)C(C)C.CN(C(ON1N=NC2C=CC=CC1=2)=[N+](C)C)C.F[P-](F)(F)(F)(F)F.[CH2:67]([NH2:79])[CH2:68][CH2:69][CH2:70][CH2:71][CH2:72][CH2:73][CH2:74][CH2:75][CH2:76][CH2:77][CH3:78]. (2) The reactants are: [NH:1]1[C:9]2[C:4](=[CH:5][CH:6]=[CH:7][CH:8]=2)[C:3](/[CH:10]=[CH:11]/[C:12]([OH:14])=O)=[N:2]1.N=C=N.C1C=CC2N(O)N=NC=2C=1.[NH:28]1[CH2:33][CH2:32][CH:31]([C:34]([O:36][CH2:37][CH3:38])=[O:35])[CH2:30][CH2:29]1.C(=O)([O-])[O-]. Given the product [NH:1]1[C:9]2[C:4](=[CH:5][CH:6]=[CH:7][CH:8]=2)[C:3](/[CH:10]=[CH:11]/[C:12]([N:28]2[CH2:33][CH2:32][CH:31]([C:34]([O:36][CH2:37][CH3:38])=[O:35])[CH2:30][CH2:29]2)=[O:14])=[N:2]1, predict the reactants needed to synthesize it. (3) Given the product [CH2:27]([O:26][C:24]1[CH:23]=[CH:22][C:21]2[C:17]([CH2:16][O:15][C:12]3[CH:11]=[CH:10][CH:9]=[C:8]4[C:13]=3[CH:14]=[C:6]([C:4]([OH:5])=[O:3])[NH:7]4)=[CH:18][O:19][C:20]=2[CH:25]=1)[CH3:28], predict the reactants needed to synthesize it. The reactants are: CC[O:3][C:4]([C:6]1[N:7](C(OC(C)(C)C)=O)[C:8]2[C:13]([CH:14]=1)=[C:12]([O:15][CH2:16][C:17]1[C:21]3[CH:22]=[CH:23][C:24]([O:26][CH2:27][CH3:28])=[CH:25][C:20]=3[O:19][CH:18]=1)[CH:11]=[CH:10][CH:9]=2)=[O:5].[OH-].[K+].